Dataset: Peptide-MHC class I binding affinity with 185,985 pairs from IEDB/IMGT. Task: Regression. Given a peptide amino acid sequence and an MHC pseudo amino acid sequence, predict their binding affinity value. This is MHC class I binding data. (1) The peptide sequence is AMVPLVMVI. The MHC is HLA-B27:05 with pseudo-sequence HLA-B27:05. The binding affinity (normalized) is 0.0847. (2) The peptide sequence is HRDGKPRYL. The MHC is HLA-B27:05 with pseudo-sequence HLA-B27:05. The binding affinity (normalized) is 0.545. (3) The peptide sequence is VPSAEDNYL. The MHC is HLA-B54:01 with pseudo-sequence HLA-B54:01. The binding affinity (normalized) is 0.0372. (4) The peptide sequence is CLHHAYQGD. The MHC is HLA-A24:02 with pseudo-sequence HLA-A24:02. The binding affinity (normalized) is 0. (5) The peptide sequence is KILSASNRL. The MHC is HLA-A02:01 with pseudo-sequence HLA-A02:01. The binding affinity (normalized) is 0.386. (6) The peptide sequence is LVSSGNTLY. The MHC is HLA-A30:02 with pseudo-sequence HLA-A30:02. The binding affinity (normalized) is 0.648. (7) The peptide sequence is AEIESATLF. The MHC is HLA-B39:01 with pseudo-sequence HLA-B39:01. The binding affinity (normalized) is 0.0847. (8) The peptide sequence is AYREMTGKI. The MHC is H-2-Kd with pseudo-sequence H-2-Kd. The binding affinity (normalized) is 0.925. (9) The peptide sequence is IVTDFSVIK. The MHC is HLA-A29:02 with pseudo-sequence HLA-A29:02. The binding affinity (normalized) is 0.0364.